This data is from Full USPTO retrosynthesis dataset with 1.9M reactions from patents (1976-2016). The task is: Predict the reactants needed to synthesize the given product. (1) The reactants are: [Cl:1][S:2]([OH:5])(=O)=[O:3].[CH2:6]([N:8]1[CH:13]2[CH2:14][CH2:15][CH:9]1[CH2:10][CH:11]([CH2:16][C:17]1[CH:22]=[CH:21][CH:20]=[C:19]([F:23])[CH:18]=1)[CH2:12]2)[CH3:7].O. Given the product [CH2:6]([N:8]1[CH:9]2[CH2:15][CH2:14][CH:13]1[CH2:12][CH:11]([CH2:16][C:17]1[CH:18]=[C:19]([F:23])[CH:20]=[CH:21][C:22]=1[S:2]([Cl:1])(=[O:5])=[O:3])[CH2:10]2)[CH3:7], predict the reactants needed to synthesize it. (2) Given the product [C:5]([P:12](=[O:13])([O:17][CH2:18][CH3:19])[O:14][CH2:15][CH3:16])#[CH:6], predict the reactants needed to synthesize it. The reactants are: C[Si]([C:5]#[CH:6])(C)C.C([Li])CCC.[P:12](Cl)([O:17][CH2:18][CH3:19])([O:14][CH2:15][CH3:16])=[O:13].[Li].C([O-])([O-])=O.[Na+].[Na+].[OH-].[Na+]. (3) The reactants are: Cl.Cl.[Cl:3][C:4]1[C:8]([NH:9][CH3:10])=[CH:7][N:6]([C:11]2[CH:12]=[N:13][CH:14]=[CH:15][CH:16]=2)[N:5]=1.C(N(CC)CC)C.[CH3:24][S:25][CH2:26][CH2:27][C:28]([OH:30])=O.Cl.C(N=C=NCCCN(C)C)C. Given the product [Cl:3][C:4]1[C:8]([N:9]([CH3:10])[C:28](=[O:30])[CH2:27][CH2:26][S:25][CH3:24])=[CH:7][N:6]([C:11]2[CH:12]=[N:13][CH:14]=[CH:15][CH:16]=2)[N:5]=1, predict the reactants needed to synthesize it. (4) Given the product [Si:12]([O:11][CH2:10][C@H:9]1[CH2:8][C@H:7]2[CH2:29][C@H:5]([C:6]2([CH3:31])[CH3:30])[CH:4]1[NH2:3])([C:25]([CH3:28])([CH3:26])[CH3:27])([C:19]1[CH:24]=[CH:23][CH:22]=[CH:21][CH:20]=1)[C:13]1[CH:18]=[CH:17][CH:16]=[CH:15][CH:14]=1, predict the reactants needed to synthesize it. The reactants are: CO[N:3]=[C:4]1[C@@H:9]([CH2:10][O:11][Si:12]([C:25]([CH3:28])([CH3:27])[CH3:26])([C:19]2[CH:24]=[CH:23][CH:22]=[CH:21][CH:20]=2)[C:13]2[CH:18]=[CH:17][CH:16]=[CH:15][CH:14]=2)[CH2:8][C@H:7]2[CH2:29][C@@H:5]1[C:6]2([CH3:31])[CH3:30].B.C1COCC1.[OH-].[Na+].